This data is from Peptide-MHC class II binding affinity with 134,281 pairs from IEDB. The task is: Regression. Given a peptide amino acid sequence and an MHC pseudo amino acid sequence, predict their binding affinity value. This is MHC class II binding data. The peptide sequence is LNIKLNMPLYIAGNK. The MHC is DRB1_1101 with pseudo-sequence DRB1_1101. The binding affinity (normalized) is 0.544.